Predict the reactants needed to synthesize the given product. From a dataset of Full USPTO retrosynthesis dataset with 1.9M reactions from patents (1976-2016). Given the product [CH3:13][O:14][C:15]1[CH:20]=[CH:19][C:18]([CH2:21][C:22]([NH:3][CH3:2])=[O:24])=[CH:17][CH:16]=1, predict the reactants needed to synthesize it. The reactants are: Cl.[CH3:2][N:3](C)CCCN=C=NCC.[CH3:13][O:14][C:15]1[CH:20]=[CH:19][C:18]([CH2:21][C:22]([OH:24])=O)=[CH:17][CH:16]=1.O.ON1C2C=CC=CC=2C=NN1.CN.